From a dataset of Catalyst prediction with 721,799 reactions and 888 catalyst types from USPTO. Predict which catalyst facilitates the given reaction. (1) Reactant: [Cl:1][C:2]1[CH:3]=[C:4]([CH:20]=[CH:21][C:22]=1[Cl:23])[CH2:5][N:6]([CH3:19])[C:7]1[CH:8]=[CH:9][C:10]2[N:11]([C:13]([N+:16]([O-])=O)=[CH:14][N:15]=2)[N:12]=1.C(OCC)(=O)C. Product: [Cl:1][C:2]1[CH:3]=[C:4]([CH:20]=[CH:21][C:22]=1[Cl:23])[CH2:5][N:6]([CH3:19])[C:7]1[CH:8]=[CH:9][C:10]2[N:11]([C:13]([NH2:16])=[CH:14][N:15]=2)[N:12]=1. The catalyst class is: 8. (2) Reactant: [NH2:1][C:2]1[S:3][C:4]([C:11]2[CH:16]=[CH:15][CH:14]=[CH:13][CH:12]=2)=[CH:5][C:6]=1[C:7]([O:9][CH3:10])=[O:8].[O:17]1CCC[CH2:18]1.[C:22]([OH:26])([CH3:25])([CH3:24])[CH3:23]. Product: [C:22]([O:26][C:18]([NH:1][C:2]1[S:3][C:4]([C:11]2[CH:16]=[CH:15][CH:14]=[CH:13][CH:12]=2)=[CH:5][C:6]=1[C:7]([O:9][CH3:10])=[O:8])=[O:17])([CH3:25])([CH3:24])[CH3:23]. The catalyst class is: 277. (3) Reactant: [Cl-].[Al+3].[Cl-].[Cl-].[F:5][C:6]1[CH:11]=[CH:10][CH:9]=[CH:8][CH:7]=1.Cl[C:13](=[O:22])[CH2:14][CH2:15][CH2:16][CH2:17][C:18]([O:20][CH3:21])=[O:19]. Product: [F:5][C:6]1[CH:11]=[CH:10][C:9]([C:13](=[O:22])[CH2:14][CH2:15][CH2:16][CH2:17][C:18]([O:20][CH3:21])=[O:19])=[CH:8][CH:7]=1. The catalyst class is: 46. (4) Reactant: C([N:3]([CH2:6][CH3:7])[CH2:4][CH3:5])C.Cl[C:9]1[N:18]=[C:17]2[C:12]([C:13](=[O:25])[C:14]([C:22]([OH:24])=[O:23])=[CH:15][N:16]2[CH:19]2[CH2:21][CH2:20]2)=[CH:11][C:10]=1[F:26]. Product: [CH:19]1([N:16]2[C:17]3[C:12](=[CH:11][C:10]([F:26])=[C:9]([N:3]4[CH2:4][CH2:5][C:13](=[CH:14][CH2:22][OH:23])[CH2:7][CH2:6]4)[N:18]=3)[C:13](=[O:25])[C:14]([C:22]([OH:24])=[O:23])=[CH:15]2)[CH2:21][CH2:20]1. The catalyst class is: 10. (5) Reactant: N(OCCC(C)C)=O.[CH3:9][N:10]1[C:14](N)=[C:13]([C:16]([O:18][CH2:19][CH3:20])=[O:17])[CH:12]=[N:11]1.[CH3:21][S:22]SC. Product: [CH3:9][N:10]1[C:14]([S:22][CH3:21])=[C:13]([C:16]([O:18][CH2:19][CH3:20])=[O:17])[CH:12]=[N:11]1. The catalyst class is: 22. (6) Reactant: [N:1]1[CH:6]=[CH:5][CH:4]=[C:3]([C:7]2[N:16]=[CH:15][C:14]3[C:9](=[C:10]([C:17]([O:19]C)=[O:18])[CH:11]=[CH:12][CH:13]=3)[N:8]=2)[CH:2]=1.[Li+].[OH-]. Product: [N:1]1[CH:6]=[CH:5][CH:4]=[C:3]([C:7]2[N:16]=[CH:15][C:14]3[C:9](=[C:10]([C:17]([OH:19])=[O:18])[CH:11]=[CH:12][CH:13]=3)[N:8]=2)[CH:2]=1. The catalyst class is: 20. (7) Reactant: [H-].[Na+].[NH:3]1[CH2:7][CH2:6][CH2:5][C:4]1=[O:8].Cl[CH2:10][C:11]1[N:12]=[C:13]([N:26]2[CH2:31][CH2:30][CH:29]([CH2:32][OH:33])[CH2:28][CH2:27]2)[C:14]2[C:19]([C:20]3[CH:25]=[CH:24][CH:23]=[CH:22][CH:21]=3)=[CH:18][S:17][C:15]=2[N:16]=1. Product: [OH:33][CH2:32][CH:29]1[CH2:30][CH2:31][N:26]([C:13]2[C:14]3[C:19]([C:20]4[CH:25]=[CH:24][CH:23]=[CH:22][CH:21]=4)=[CH:18][S:17][C:15]=3[N:16]=[C:11]([CH2:10][N:3]3[CH2:7][CH2:6][CH2:5][C:4]3=[O:8])[N:12]=2)[CH2:27][CH2:28]1. The catalyst class is: 9. (8) Reactant: [Cl:1][CH2:2][C:3](=O)[CH2:4]C(OCC)=O.[C:11]([OH:14])(=[O:13])[CH3:12].[CH:15]([NH2:18])([CH3:17])[CH3:16].[C:19]1(C)C=CC=C[CH:20]=1. Product: [Cl:1][CH2:2][C:3]([NH:18][CH:15]([CH3:17])[CH3:16])=[CH:4][CH2:12][C:11]([O:14][CH2:19][CH3:20])=[O:13]. The catalyst class is: 8. (9) Reactant: [NH2:1][C:2]1[CH:7]=[CH:6][C:5]([C:8]([N:10]2[CH2:15][CH2:14][N:13]([CH2:16][CH3:17])[CH2:12][CH2:11]2)=O)=[C:4]([C:18]([F:21])([F:20])[F:19])[CH:3]=1.CSC. Product: [CH2:16]([N:13]1[CH2:14][CH2:15][N:10]([CH2:8][C:5]2[CH:6]=[CH:7][C:2]([NH2:1])=[CH:3][C:4]=2[C:18]([F:21])([F:19])[F:20])[CH2:11][CH2:12]1)[CH3:17]. The catalyst class is: 1. (10) Reactant: [CH2:1]([N:4]([CH2:15][CH2:16][CH3:17])[C:5]1[N:10]=[C:9]([C:11]([OH:13])=O)[CH:8]=[C:7]([CH3:14])[N:6]=1)[CH2:2][CH3:3].C(N1C=CN=C1)(N1C=CN=C1)=O.Cl.Cl.[NH2:32][C@@H:33]([CH2:47][C:48]1[CH:53]=[C:52]([F:54])[CH:51]=[C:50]([F:55])[CH:49]=1)[C@H:34]([OH:46])[CH2:35][NH:36][CH2:37][C:38]1[CH:43]=[CH:42][CH:41]=[C:40]([CH2:44][CH3:45])[CH:39]=1.C(N(CC)CC)C. Product: [F:54][C:52]1[CH:53]=[C:48]([CH:49]=[C:50]([F:55])[CH:51]=1)[CH2:47][C@H:33]([NH:32][C:11]([C:9]1[CH:8]=[C:7]([CH3:14])[N:6]=[C:5]([N:4]([CH2:1][CH2:2][CH3:3])[CH2:15][CH2:16][CH3:17])[N:10]=1)=[O:13])[C@H:34]([OH:46])[CH2:35][NH:36][CH2:37][C:38]1[CH:43]=[CH:42][CH:41]=[C:40]([CH2:44][CH3:45])[CH:39]=1. The catalyst class is: 266.